Predict the reactants needed to synthesize the given product. From a dataset of Full USPTO retrosynthesis dataset with 1.9M reactions from patents (1976-2016). (1) Given the product [F:31][CH:2]([F:1])[O:3][CH2:4][C@@H:5]([O:7][C:8]1[CH:9]=[C:10]([CH:20]=[C:21]([OH:23])[CH:22]=1)[C:11]([NH:13][C:14]1[CH:18]=[CH:17][N:16]([CH3:19])[N:15]=1)=[O:12])[CH3:6], predict the reactants needed to synthesize it. The reactants are: [F:1][CH:2]([F:31])[O:3][CH2:4][C@@H:5]([O:7][C:8]1[CH:9]=[C:10]([CH:20]=[C:21]([O:23]CC2C=CC=CC=2)[CH:22]=1)[C:11]([NH:13][C:14]1[CH:18]=[CH:17][N:16]([CH3:19])[N:15]=1)=[O:12])[CH3:6]. (2) Given the product [C:15]1([O:21][C:22](=[O:23])[NH:1][C:2]2[CH:7]=[CH:6][N:5]=[CH:4][CH:3]=2)[CH:20]=[CH:19][CH:18]=[CH:17][CH:16]=1, predict the reactants needed to synthesize it. The reactants are: [NH2:1][C:2]1[CH:7]=[CH:6][N:5]=[CH:4][CH:3]=1.C(N(CC)CC)C.[C:15]1([O:21][C:22](Cl)=[O:23])[CH:20]=[CH:19][CH:18]=[CH:17][CH:16]=1. (3) Given the product [CH2:52]([O:51][C:40]1[CH:45]=[C:44]([C:2]2[C:7]3[CH:8]=[C:9]([C:11]([O:13][CH3:14])=[O:12])[NH:10][C:6]=3[CH:5]=[CH:4][N:3]=2)[CH:43]=[CH:42][CH:41]=1)[CH3:53], predict the reactants needed to synthesize it. The reactants are: Cl[C:2]1[C:7]2[CH:8]=[C:9]([C:11]([O:13][CH3:14])=[O:12])[NH:10][C:6]=2[CH:5]=[CH:4][N:3]=1.CC(C1C=C(C(C)C)C(C2C=CC=CC=2P([CH:40]2[CH2:45][CH2:44][CH2:43][CH2:42][CH2:41]2)[CH:40]2[CH2:45][CH2:44][CH2:43][CH2:42][CH2:41]2)=C(C(C)C)C=1)C.[F-].[K+].[O:51]1CCO[CH2:53][CH2:52]1. (4) Given the product [CH3:1][O:2][C:3]1[CH:4]=[CH:5][CH:6]=[CH:7][C:8]=1[O:9][CH2:10][CH2:11][NH:12][CH2:20][CH:21]([OH:37])[CH2:22][O:23][C:24]1[CH:25]=[CH:26][CH:27]=[C:28]2[NH:36][C:35]3[CH:34]=[CH:33][CH:32]=[CH:31][C:30]=3[C:29]=12, predict the reactants needed to synthesize it. The reactants are: [CH3:1][O:2][C:3]1[C:8]([O:9][CH2:10][CH2:11][N:12]([CH2:20][CH:21]([OH:37])[CH2:22][O:23][C:24]2[C:29]3[C:30]4[C:35]([NH:36][C:28]=3[CH:27]=[CH:26][CH:25]=2)=[CH:34][CH:33]=[CH:32][CH:31]=4)CC2C=CC=CC=2)=[CH:7][CH:6]=[CH:5][CH:4]=1.C(OCC)(=O)C. (5) Given the product [CH3:27][C:28]1[N:29]([CH2:1][CH:2]2[C:14](=[O:15])[C:13]3[C:12]4[C:7](=[CH:8][CH:9]=[CH:10][CH:11]=4)[N:6]([CH2:16][C:17]4[CH:18]=[CH:19][C:20]([C:21]([O:23][CH3:24])=[O:22])=[CH:25][CH:26]=4)[C:5]=3[CH2:4][CH2:3]2)[CH:30]=[CH:31][N:32]=1, predict the reactants needed to synthesize it. The reactants are: [CH2:1]=[C:2]1[C:14](=[O:15])[C:13]2[C:12]3[C:7](=[CH:8][CH:9]=[CH:10][CH:11]=3)[N:6]([CH2:16][C:17]3[CH:26]=[CH:25][C:20]([C:21]([O:23][CH3:24])=[O:22])=[CH:19][CH:18]=3)[C:5]=2[CH2:4][CH2:3]1.[CH3:27][C:28]1[NH:29][CH:30]=[CH:31][N:32]=1. (6) Given the product [Cl:1][C:2]1[N:7]=[N:6][C:5]([C:8]([NH2:26])=[O:9])=[C:4]([NH:13][C:14]2[CH:19]=[C:18]([CH3:20])[CH:17]=[C:16]([CH2:21][CH2:22][CH3:23])[N:15]=2)[CH:3]=1, predict the reactants needed to synthesize it. The reactants are: [Cl:1][C:2]1[N:7]=[N:6][C:5]([C:8](OCC)=[O:9])=[C:4]([NH:13][C:14]2[CH:19]=[C:18]([CH3:20])[CH:17]=[C:16]([CH2:21][CH2:22][CH3:23])[N:15]=2)[CH:3]=1.CO.[NH3:26]. (7) Given the product [CH3:15][C:6]1([CH2:7][CH2:8][CH2:9][CH2:10][CH2:11][CH2:12][CH2:13][CH3:14])[S:5][C:4](=[O:16])[CH:3]=[C:2]1[O:1][Si:25]([CH3:27])([CH3:26])[CH3:24], predict the reactants needed to synthesize it. The reactants are: [OH:1][C:2]1[C:6]([CH3:15])([CH2:7][CH2:8][CH2:9][CH2:10][CH2:11][CH2:12][CH2:13][CH3:14])[S:5][C:4](=[O:16])[CH:3]=1.C(N(CC)CC)C.[CH3:24][Si:25](Cl)([CH3:27])[CH3:26]. (8) Given the product [CH3:56][O:57][C:58](=[O:66])[C:59]1[CH:64]=[CH:63][C:62]([CH2:1][N:44]([CH:45]([C:46](=[O:47])[NH2:48])[CH2:49][C:50]2[CH:51]=[CH:52][CH:53]=[CH:54][CH:55]=2)[S:41]([C:38]2[CH:39]=[CH:40][C:35]([Cl:34])=[CH:36][CH:37]=2)(=[O:42])=[O:43])=[CH:61][CH:60]=1, predict the reactants needed to synthesize it. The reactants are: [C:1]1(P(C2C=CC=CC=2)C2C=CC=CC=2)C=CC=CC=1.N(C(OC(C)C)=O)=NC(OC(C)C)=O.[Cl:34][C:35]1[CH:40]=[CH:39][C:38]([S:41]([NH:44][CH:45]([CH2:49][C:50]2[CH:55]=[CH:54][CH:53]=[CH:52][CH:51]=2)[C:46]([NH2:48])=[O:47])(=[O:43])=[O:42])=[CH:37][CH:36]=1.[CH3:56][O:57][C:58](=[O:66])[C:59]1[CH:64]=[CH:63][C:62](O)=[CH:61][CH:60]=1. (9) Given the product [NH2:1][C:2]1[S:3][C:4]([C:12]2[CH:13]=[CH:14][C:15](=[O:18])[NH:16][CH:17]=2)=[C:5]([C:7]2[O:8][CH:9]=[CH:10][CH:11]=2)[N:6]=1, predict the reactants needed to synthesize it. The reactants are: [NH2:1][C:2]1[S:3][C:4]([C:12]2[CH:13]=[CH:14][C:15]([O:18]C)=[N:16][CH:17]=2)=[C:5]([C:7]2[O:8][CH:9]=[CH:10][CH:11]=2)[N:6]=1.[OH-].[Na+].